This data is from Full USPTO retrosynthesis dataset with 1.9M reactions from patents (1976-2016). The task is: Predict the reactants needed to synthesize the given product. (1) Given the product [CH3:1][C:2]1[CH:3]=[C:4]([CH2:30][C:31]([OH:33])=[O:32])[CH:5]=[CH:6][C:7]=1[N:8]1[C:16](=[O:17])[C:15]2[C:14]([O:18][CH2:19][CH2:20][CH3:21])=[C:13]3[CH:22]=[CH:23][CH:24]=[CH:25][C:12]3=[C:11]([O:26][CH2:27][CH2:28][CH3:29])[C:10]=2[CH2:9]1, predict the reactants needed to synthesize it. The reactants are: [CH3:1][C:2]1[CH:3]=[C:4]([CH2:30][C:31]([O:33]CC)=[O:32])[CH:5]=[CH:6][C:7]=1[N:8]1[C:16](=[O:17])[C:15]2[C:14]([O:18][CH2:19][CH2:20][CH3:21])=[C:13]3[CH:22]=[CH:23][CH:24]=[CH:25][C:12]3=[C:11]([O:26][CH2:27][CH2:28][CH3:29])[C:10]=2[CH2:9]1.[OH-].[Na+]. (2) The reactants are: [C:1]([CH2:3][C:4]1[CH:13]=[CH:12][CH:11]=[CH:10][C:5]=1[C:6](OC)=[O:7])#[N:2].[CH3:14][O-:15].[Na+].[ClH:17]. Given the product [Cl:17][C:6]1[C:5]2[C:4](=[CH:13][CH:12]=[CH:11][CH:10]=2)[CH:3]=[C:1]([O:15][CH3:14])[N:2]=1.[CH3:14][O:15][C:1]1[NH:2][C:6](=[O:7])[C:5]2[C:4]([CH:3]=1)=[CH:13][CH:12]=[CH:11][CH:10]=2, predict the reactants needed to synthesize it. (3) Given the product [CH2:1]([O:3][C:4]([C:6]1[CH2:7][N:8]([C:13]([O:15][CH2:16][C:17]2[CH:18]=[CH:19][CH:20]=[CH:21][CH:22]=2)=[O:14])[CH2:9][CH2:10][C:11]=1[O:12][S:40]([C:43]([F:46])([F:45])[F:44])(=[O:42])=[O:41])=[O:5])[CH3:2], predict the reactants needed to synthesize it. The reactants are: [CH2:1]([O:3][C:4]([C:6]1[CH2:7][N:8]([C:13]([O:15][CH2:16][C:17]2[CH:22]=[CH:21][CH:20]=[CH:19][CH:18]=2)=[O:14])[CH2:9][CH2:10][C:11]=1[OH:12])=[O:5])[CH3:2].C[Si]([N-][Si](C)(C)C)(C)C.[Na+].C1C=CC(N([S:40]([C:43]([F:46])([F:45])[F:44])(=[O:42])=[O:41])[S:40]([C:43]([F:46])([F:45])[F:44])(=[O:42])=[O:41])=CC=1. (4) Given the product [Cl:1][C:2]1[N:3]=[CH:4][C:5]([CH2:6][OH:7])=[C:11]([NH:13][CH:14]([CH3:17])[CH3:15])[CH:12]=1, predict the reactants needed to synthesize it. The reactants are: [Cl:1][C:2]1[CH:12]=[C:11]([NH:13][CH:14]2[CH2:17]C[CH2:15]2)[C:5]([C:6](OCC)=[O:7])=[CH:4][N:3]=1.CC(C[AlH]CC(C)C)C. (5) Given the product [CH2:1]([S:8][C:9]1[C:17]2[C:12](=[CH:13][CH:14]=[C:15]([CH:18]=[O:19])[CH:16]=2)[NH:11][N:10]=1)[C:2]1[CH:3]=[CH:4][CH:5]=[CH:6][CH:7]=1, predict the reactants needed to synthesize it. The reactants are: [CH2:1]([S:8][C:9]1[C:17]2[C:12](=[CH:13][CH:14]=[C:15]([CH:18]3OCC[O:19]3)[CH:16]=2)[N:11](COCC[Si](C)(C)C)[N:10]=1)[C:2]1[CH:7]=[CH:6][CH:5]=[CH:4][CH:3]=1.Cl. (6) Given the product [C:1]([O:5][C:6]([N:8]1[CH2:13][CH2:12][CH2:11][C:10]([C:26]#[N:27])([NH:15][C:16]2[CH:21]=[CH:20][CH:19]=[CH:18][CH:17]=2)[CH2:9]1)=[O:7])([CH3:4])([CH3:3])[CH3:2], predict the reactants needed to synthesize it. The reactants are: [C:1]([O:5][C:6]([N:8]1[CH2:13][CH2:12][CH2:11][C:10](=O)[CH2:9]1)=[O:7])([CH3:4])([CH3:3])[CH3:2].[NH2:15][C:16]1[CH:21]=[CH:20][CH:19]=[CH:18][CH:17]=1.C[Si]([C:26]#[N:27])(C)C.[OH-].[NH4+].C#N. (7) Given the product [Cl:1][C:2]1[CH:3]=[CH:4][C:5]([CH2:8][O:9][C:10]2[CH:15]=[CH:14][N:13]([C:21]3[CH:20]=[N:19][C:18]([NH2:17])=[CH:23][CH:22]=3)[C:12](=[O:16])[CH:11]=2)=[N:6][CH:7]=1, predict the reactants needed to synthesize it. The reactants are: [Cl:1][C:2]1[CH:3]=[CH:4][C:5]([CH2:8][O:9][C:10]2[CH:15]=[CH:14][NH:13][C:12](=[O:16])[CH:11]=2)=[N:6][CH:7]=1.[NH2:17][C:18]1[CH:23]=[CH:22][C:21](I)=[CH:20][N:19]=1.C([O-])([O-])=O.[K+].[K+].OC1C=CC=C2C=1N=CC=C2. (8) Given the product [C:1]([C:5]1[CH:6]=[CH:7][C:8]([C:11]([C:36]2[CH:41]=[CH:40][C:39]([C:42]3[NH:46][C:45]([C@@H:47]4[CH2:51][CH2:50][CH2:49][NH:48]4)=[N:44][CH:43]=3)=[CH:38][CH:37]=2)=[CH:12][C:13]2[CH:14]=[CH:15][C:16]([C:19]3[NH:23][C:22]([C@@H:24]4[CH2:28][CH2:27][CH2:26][NH:25]4)=[N:21][CH:20]=3)=[CH:17][CH:18]=2)=[CH:9][CH:10]=1)([CH3:4])([CH3:2])[CH3:3], predict the reactants needed to synthesize it. The reactants are: [C:1]([C:5]1[CH:10]=[CH:9][C:8]([C:11]([C:36]2[CH:41]=[CH:40][C:39]([C:42]3[NH:46][C:45]([C@@H:47]4[CH2:51][CH2:50][CH2:49][N:48]4C(OC(C)(C)C)=O)=[N:44][CH:43]=3)=[CH:38][CH:37]=2)=[CH:12][C:13]2[CH:18]=[CH:17][C:16]([C:19]3[NH:23][C:22]([C@@H:24]4[CH2:28][CH2:27][CH2:26][N:25]4C(OC(C)(C)C)=O)=[N:21][CH:20]=3)=[CH:15][CH:14]=2)=[CH:7][CH:6]=1)([CH3:4])([CH3:3])[CH3:2].FC(F)(F)C(O)=O. (9) Given the product [CH3:27][N:25]([CH3:26])[C:23]1[C:22]2[C:17](=[CH:18][CH:19]=[CH:20][CH:21]=2)[N:16]=[C:15](/[CH:14]=[CH:13]/[C:4]2[N:3]=[C:2]([N:28]3[CH2:33][CH2:32][O:31][CH2:30][CH2:29]3)[CH:7]=[C:6]([N:8]3[CH2:12][CH2:11][CH2:10][CH2:9]3)[N:5]=2)[N:24]=1, predict the reactants needed to synthesize it. The reactants are: Cl[C:2]1[CH:7]=[C:6]([N:8]2[CH2:12][CH2:11][CH2:10][CH2:9]2)[N:5]=[C:4](/[CH:13]=[CH:14]/[C:15]2[N:24]=[C:23]([N:25]([CH3:27])[CH3:26])[C:22]3[C:17](=[CH:18][CH:19]=[CH:20][CH:21]=3)[N:16]=2)[N:3]=1.[NH:28]1[CH2:33][CH2:32][O:31][CH2:30][CH2:29]1.